This data is from Reaction yield outcomes from USPTO patents with 853,638 reactions. The task is: Predict the reaction yield, written as a fraction of the theoretical maximum amount of product (1.0 means a 100% yield; for example, 0.34 means a 34% yield). The reactants are [OH:1][C:2]1[C:3](=[O:16])[CH:4]=[C:5]([CH2:8][O:9][CH:10]2[CH2:15][CH2:14][CH2:13][CH2:12][O:11]2)[O:6][CH:7]=1.C([O-])([O-])=O.[Cs+].[Cs+].[Br:23][CH2:24][CH2:25][CH2:26][CH2:27][CH2:28]Br. The catalyst is CN(C=O)C. The yield is 0.910. The product is [Br:23][CH2:24][CH2:25][CH2:26][CH2:27][CH2:28][O:1][C:2]1[C:3](=[O:16])[CH:4]=[C:5]([CH2:8][O:9][CH:10]2[CH2:15][CH2:14][CH2:13][CH2:12][O:11]2)[O:6][CH:7]=1.